This data is from Forward reaction prediction with 1.9M reactions from USPTO patents (1976-2016). The task is: Predict the product of the given reaction. (1) Given the reactants [Cl:1][C:2]1[CH:9]=[C:8]([N:10]([CH2:16][C:17]2[CH:22]=[CH:21][CH:20]=[CH:19][C:18]=2[Cl:23])[C@H:11]2[CH2:15][CH2:14][NH:13][CH2:12]2)[CH:7]=[CH:6][C:3]=1[C:4]#[N:5].Br[CH2:25][C:26]([NH2:28])=[O:27], predict the reaction product. The product is: [Cl:1][C:2]1[CH:9]=[C:8]([N:10]([CH2:16][C:17]2[CH:22]=[CH:21][CH:20]=[CH:19][C:18]=2[Cl:23])[C@H:11]2[CH2:15][CH2:14][N:13]([CH2:25][C:26]([NH2:28])=[O:27])[CH2:12]2)[CH:7]=[CH:6][C:3]=1[C:4]#[N:5]. (2) Given the reactants [Br:1][C:2]1[CH:10]=[CH:9][C:5]([C:6]([OH:8])=O)=[C:4](Cl)[CH:3]=1.[C:12]1([NH2:19])[C:13]([NH2:18])=[CH:14][CH:15]=[CH:16][CH:17]=1, predict the reaction product. The product is: [Br:1][C:2]1[CH:10]=[CH:9][C:5]2[C:6](=[O:8])[NH:19][C:12]3[CH:17]=[CH:16][CH:15]=[CH:14][C:13]=3[NH:18][C:4]=2[CH:3]=1. (3) Given the reactants [CH:1]1([O:6][C:7](=[O:47])[C@@H:8]([NH:39]C(OC(C)(C)C)=O)[CH2:9][CH2:10][O:11][C:12]2[CH:21]=[C:20]3[C:15]([C:16]([O:22][C:23]4[CH:28]=[CH:27][C:26]([NH:29][C:30]([C:32]5[S:33][CH:34]=[CH:35][CH:36]=5)=[O:31])=[CH:25][CH:24]=4)=[CH:17][CH:18]=[N:19]3)=[CH:14][C:13]=2[O:37][CH3:38])[CH2:5][CH2:4][CH2:3][CH2:2]1.C(O)(C(F)(F)F)=O, predict the reaction product. The product is: [CH:1]1([O:6][C:7](=[O:47])[C@@H:8]([NH2:39])[CH2:9][CH2:10][O:11][C:12]2[CH:21]=[C:20]3[C:15]([C:16]([O:22][C:23]4[CH:28]=[CH:27][C:26]([NH:29][C:30]([C:32]5[S:33][CH:34]=[CH:35][CH:36]=5)=[O:31])=[CH:25][CH:24]=4)=[CH:17][CH:18]=[N:19]3)=[CH:14][C:13]=2[O:37][CH3:38])[CH2:5][CH2:4][CH2:3][CH2:2]1.